The task is: Predict the reactants needed to synthesize the given product.. This data is from Retrosynthesis with 50K atom-mapped reactions and 10 reaction types from USPTO. (1) The reactants are: CCOC(=O)C(O)c1ccsc1.[NH4+]. Given the product NC(=O)C(O)c1ccsc1, predict the reactants needed to synthesize it. (2) Given the product COc1cccc(-c2cc3nccc(Cl)c3s2)n1, predict the reactants needed to synthesize it. The reactants are: COc1cccc(Br)n1.C[Sn](C)(C)c1cc2nccc(Cl)c2s1. (3) Given the product Cc1nsc2nc(C(NCCC3OCCO3)C(C)C)n(Cc3ccccc3)c(=O)c12, predict the reactants needed to synthesize it. The reactants are: BrCCC1OCCO1.Cc1nsc2nc(C(N)C(C)C)n(Cc3ccccc3)c(=O)c12. (4) Given the product Cc1ccc(-c2cc(Cl)ccc2OCc2c(F)cccc2F)n1-c1cc(C(=O)O)cc(C(F)(F)F)c1, predict the reactants needed to synthesize it. The reactants are: COC(=O)c1cc(-n2c(C)ccc2-c2cc(Cl)ccc2OCc2c(F)cccc2F)cc(C(F)(F)F)c1. (5) Given the product O=C(OCc1ccc([N+](=O)[O-])cc1)Oc1ccc([N+](=O)[O-])cc1, predict the reactants needed to synthesize it. The reactants are: O=C(Cl)OCc1ccc([N+](=O)[O-])cc1.O=[N+]([O-])c1ccc(O)cc1. (6) Given the product CC(C)(C)NS(=O)(=O)c1cncc(-c2ccc3nc(NC(=O)NCCN)nn3c2)c1, predict the reactants needed to synthesize it. The reactants are: CC(C)(C)NS(=O)(=O)c1cncc(-c2ccc3nc(NC(=O)NCCNC(=O)OC(C)(C)C)nn3c2)c1.